This data is from Full USPTO retrosynthesis dataset with 1.9M reactions from patents (1976-2016). The task is: Predict the reactants needed to synthesize the given product. (1) Given the product [Br-:1].[C:11]([O:15][C:16]([NH:18][C@H:19]([C:31]1[CH:36]=[CH:35][CH:34]=[CH:33][CH:32]=1)[C:20]([O:22][C@@H:23]1[CH:28]2[CH2:29][CH2:30][N+:25]([CH2:2][C:3](=[O:4])[C:5]3[CH:10]=[CH:9][CH:8]=[CH:7][CH:6]=3)([CH2:26][CH2:27]2)[CH2:24]1)=[O:21])=[O:17])([CH3:14])([CH3:12])[CH3:13], predict the reactants needed to synthesize it. The reactants are: [Br:1][CH2:2][C:3]([C:5]1[CH:10]=[CH:9][CH:8]=[CH:7][CH:6]=1)=[O:4].[C:11]([O:15][C:16]([NH:18][C@H:19]([C:31]1[CH:36]=[CH:35][CH:34]=[CH:33][CH:32]=1)[C:20]([O:22][C@@H:23]1[CH:28]2[CH2:29][CH2:30][N:25]([CH2:26][CH2:27]2)[CH2:24]1)=[O:21])=[O:17])([CH3:14])([CH3:13])[CH3:12]. (2) Given the product [F:1][C:2]1[CH:3]=[CH:4][C:5]([N:8]2[C:9]3([CH2:14][CH2:13][CH2:12][CH2:11][CH2:10]3)[C:15](=[O:24])[NH:16][C:18]2=[O:17])=[CH:6][CH:7]=1, predict the reactants needed to synthesize it. The reactants are: [F:1][C:2]1[CH:7]=[CH:6][C:5]([NH:8][C:9]2([C:15]#[N:16])[CH2:14][CH2:13][CH2:12][CH2:11][CH2:10]2)=[CH:4][CH:3]=1.[O-:17][C:18]#N.[Na+].Cl.C(O)(=[O:24])C. (3) Given the product [CH:1]([O:4][C:5]1[CH:14]=[C:13]([C:15]([F:18])([F:17])[F:16])[C:12]2[C:7](=[CH:8][CH:9]=[C:10]3[N:22]([CH2:13][C:15]([F:18])([F:17])[F:16])[C@H:21]([CH3:23])[CH2:20][O:19][C:11]3=2)[N:6]=1)([CH3:3])[CH3:2], predict the reactants needed to synthesize it. The reactants are: [CH:1]([O:4][C:5]1[CH:14]=[C:13]([C:15]([F:18])([F:17])[F:16])[C:12]2[C:7](=[CH:8][CH:9]=[C:10]3[NH:22][C@H:21]([CH3:23])[CH2:20][O:19][C:11]3=2)[N:6]=1)([CH3:3])[CH3:2].[BH4-].[Na+]. (4) Given the product [CH3:1][C:2]1[N:3]([CH2:14][C:15]([O:17][CH3:18])=[O:16])[C:4]2[C:9]([CH:10]=1)=[CH:8][CH:7]=[CH:6][CH:5]=2, predict the reactants needed to synthesize it. The reactants are: [CH3:1][C:2]1[NH:3][C:4]2[C:9]([CH:10]=1)=[CH:8][CH:7]=[CH:6][CH:5]=2.[H-].[Na+].Br[CH2:14][C:15]([O:17][CH3:18])=[O:16].